This data is from Full USPTO retrosynthesis dataset with 1.9M reactions from patents (1976-2016). The task is: Predict the reactants needed to synthesize the given product. (1) Given the product [Cl:1][C:2]1[CH:3]=[C:4]([NH2:5])[CH:6]=[CH:7][C:8]=1[C:12]1[CH:13]=[CH:14][C:15]([O:17][CH3:18])=[CH:16][C:11]=1[Cl:10], predict the reactants needed to synthesize it. The reactants are: [Cl:1][C:2]1[CH:3]=[C:4]([CH:6]=[CH:7][C:8]=1I)[NH2:5].[Cl:10][C:11]1[CH:16]=[C:15]([O:17][CH3:18])[CH:14]=[CH:13][C:12]=1B(O)O.BrC1C=CC(N)=CC=1Cl.FC(F)(F)C1C=CC(B(O)O)=CC=1. (2) The reactants are: [CH:1]1([CH:4]2[C:13]3=[CH:14][N:15](COCC[Si](C)(C)C)[N:16]=[C:12]3[C:11]3[CH:10]=[C:9]([F:25])[C:8]([F:26])=[CH:7][C:6]=3[N:5]2[S:27]([C:30]2[CH:35]=[CH:34][C:33]([C:36]([F:39])([F:38])[F:37])=[CH:32][CH:31]=2)(=[O:29])=[O:28])[CH2:3][CH2:2]1.Cl. Given the product [CH:1]1([CH:4]2[C:13]3=[CH:14][NH:15][N:16]=[C:12]3[C:11]3[CH:10]=[C:9]([F:25])[C:8]([F:26])=[CH:7][C:6]=3[N:5]2[S:27]([C:30]2[CH:35]=[CH:34][C:33]([C:36]([F:37])([F:38])[F:39])=[CH:32][CH:31]=2)(=[O:29])=[O:28])[CH2:2][CH2:3]1, predict the reactants needed to synthesize it. (3) The reactants are: [F:1][C:2]([F:22])([F:21])[C:3]1[CH:20]=[CH:19][C:6]([CH2:7][N:8]2[CH:12]=[CH:11][C:10]3[S:13][CH:14]=[C:15]([C:16](O)=[O:17])[C:9]2=3)=[CH:5][CH:4]=1.C[O:24][C:25](=[O:36])[C:26]1[CH:31]=[CH:30][C:29]([C:32]2([NH2:35])[CH2:34][CH2:33]2)=[CH:28][CH:27]=1.CN(C(ON1N=NC2C=CC=NC1=2)=[N+](C)C)C.F[P-](F)(F)(F)(F)F.N(CC)(CCC)CCC.[Li+].[OH-]. Given the product [F:22][C:2]([F:1])([F:21])[C:3]1[CH:20]=[CH:19][C:6]([CH2:7][N:8]2[CH:12]=[CH:11][C:10]3[S:13][CH:14]=[C:15]([C:16]([NH:35][C:32]4([C:29]5[CH:30]=[CH:31][C:26]([C:25]([OH:24])=[O:36])=[CH:27][CH:28]=5)[CH2:34][CH2:33]4)=[O:17])[C:9]2=3)=[CH:5][CH:4]=1, predict the reactants needed to synthesize it. (4) Given the product [CH2:1]([O:3][CH:4]([C:11]1[CH:12]=[CH:13][C:14]([O:17][CH2:24][C:23]2[CH:26]=[CH:27][CH:28]=[C:21]([O:20][C:19]([F:18])([F:29])[F:30])[CH:22]=2)=[CH:15][CH:16]=1)[CH2:5][C:6]([O:8][CH2:9][CH3:10])=[O:7])[CH3:2], predict the reactants needed to synthesize it. The reactants are: [CH2:1]([O:3][CH:4]([C:11]1[CH:16]=[CH:15][C:14]([OH:17])=[CH:13][CH:12]=1)[CH2:5][C:6]([O:8][CH2:9][CH3:10])=[O:7])[CH3:2].[F:18][C:19]([F:30])([F:29])[O:20][C:21]1[CH:22]=[C:23]([CH:26]=[CH:27][CH:28]=1)[CH2:24]O.C1(P(C2C=CC=CC=2)C2C=CC=CC=2)C=CC=CC=1.C1(C)C=CC=CC=1.N(C(OCC)=O)=NC(OCC)=O. (5) Given the product [CH:1]1([N:6]2[CH2:12][C:11]([F:14])([F:13])[C:10](=[O:15])[N:9]([CH3:16])[C:8]3[CH:17]=[N:18][C:19]([NH:21][C:22]4[CH:30]=[CH:29][C:25]([C:26]([NH:80][CH2:79][CH2:78][N:77]([CH3:81])[CH3:76])=[O:27])=[CH:24][C:23]=4[CH2:31][CH3:32])=[N:20][C:7]2=3)[CH2:5][CH2:4][CH2:3][CH2:2]1, predict the reactants needed to synthesize it. The reactants are: [CH:1]1([N:6]2[CH2:12][C:11]([F:14])([F:13])[C:10](=[O:15])[N:9]([CH3:16])[C:8]3[CH:17]=[N:18][C:19]([NH:21][C:22]4[CH:30]=[CH:29][C:25]([C:26](O)=[O:27])=[CH:24][C:23]=4[CH2:31][CH3:32])=[N:20][C:7]2=3)[CH2:5][CH2:4][CH2:3][CH2:2]1.ON1C2C=CC=CC=2N=N1.F[P-](F)(F)(F)(F)F.CN(C(N(C)C)=[N+]1C2C=CC=CC=2[N+]([O-])=N1)C.C(N(C(C)C)CC)(C)C.[CH3:76][N:77]([CH3:81])[CH2:78][CH2:79][NH2:80]. (6) Given the product [N:37]1([CH:43]2[CH2:48][CH2:47][N:46]([C:49]3[CH:55]=[CH:54][C:52]([NH:53][C:2]4[N:7]=[C:6]([C:8]5[N:12]6[CH:13]=[CH:14][C:15]([F:17])=[CH:16][C:11]6=[N:10][C:9]=5[C:18]5[CH:19]=[CH:20][C:21]([O:35][CH3:36])=[C:22]([CH:34]=5)[C:23]([NH:25][C:26]5[C:31]([F:32])=[CH:30][CH:29]=[CH:28][C:27]=5[F:33])=[O:24])[CH:5]=[CH:4][N:3]=4)=[C:51]([O:56][CH3:57])[CH:50]=3)[CH2:45][CH2:44]2)[CH2:42][CH2:41][CH2:40][CH2:39][CH2:38]1, predict the reactants needed to synthesize it. The reactants are: Cl[C:2]1[N:7]=[C:6]([C:8]2[N:12]3[CH:13]=[CH:14][C:15]([F:17])=[CH:16][C:11]3=[N:10][C:9]=2[C:18]2[CH:19]=[CH:20][C:21]([O:35][CH3:36])=[C:22]([CH:34]=2)[C:23]([NH:25][C:26]2[C:31]([F:32])=[CH:30][CH:29]=[CH:28][C:27]=2[F:33])=[O:24])[CH:5]=[CH:4][N:3]=1.[N:37]1([CH:43]2[CH2:48][CH2:47][N:46]([C:49]3[CH:55]=[CH:54][C:52]([NH2:53])=[C:51]([O:56][CH3:57])[CH:50]=3)[CH2:45][CH2:44]2)[CH2:42][CH2:41][CH2:40][CH2:39][CH2:38]1.Cl.O1CCOCC1.C[O-].[Na+].